From a dataset of Reaction yield outcomes from USPTO patents with 853,638 reactions. Predict the reaction yield, written as a fraction of the theoretical maximum amount of product (1.0 means a 100% yield; for example, 0.34 means a 34% yield). (1) The reactants are [CH3:1][N:2]1[C:6]2=[N:7][C:8]([NH:15][CH2:16][C:17](O)=[O:18])=[CH:9][C:10]([C:11]([F:14])([F:13])[F:12])=[C:5]2[C:4]([C:20]2[CH:25]=[CH:24][CH:23]=[CH:22][CH:21]=2)=[N:3]1.CC(C)N=C=NC(C)C.C1C=CC2N(O)N=NC=2C=1.[CH3:45][C@H:46]([NH2:53])[C:47]1[CH:52]=[CH:51][CH:50]=[CH:49][CH:48]=1. The catalyst is C1COCC1. The product is [CH3:1][N:2]1[C:6]2=[N:7][C:8]([NH:15][CH2:16][C:17]([NH:53][C@H:46]([C:47]3[CH:52]=[CH:51][CH:50]=[CH:49][CH:48]=3)[CH3:45])=[O:18])=[CH:9][C:10]([C:11]([F:12])([F:13])[F:14])=[C:5]2[C:4]([C:20]2[CH:25]=[CH:24][CH:23]=[CH:22][CH:21]=2)=[N:3]1. The yield is 0.420. (2) The reactants are [Cl-].O[NH3+:3].[C:4](=[O:7])([O-])[OH:5].[Na+].CS(C)=O.[CH2:13]([C:15]1[N:16]=[C:17]([CH2:45][CH2:46][CH3:47])[N:18]([CH2:30][C:31]2[CH:36]=[CH:35][C:34]([C:37]3[C:38]([C:43]#[N:44])=[CH:39][CH:40]=[CH:41][CH:42]=3)=[CH:33][CH:32]=2)[C:19](=[O:29])[C:20]=1[C:21]([N:23]1[CH2:28][CH2:27][O:26][CH2:25][CH2:24]1)=[O:22])[CH3:14]. The catalyst is O. The product is [CH2:13]([C:15]1[N:16]=[C:17]([CH2:45][CH2:46][CH3:47])[N:18]([CH2:30][C:31]2[CH:36]=[CH:35][C:34]([C:37]3[CH:42]=[CH:41][CH:40]=[CH:39][C:38]=3[C:43]3[NH:3][C:4](=[O:7])[O:5][N:44]=3)=[CH:33][CH:32]=2)[C:19](=[O:29])[C:20]=1[C:21]([N:23]1[CH2:24][CH2:25][O:26][CH2:27][CH2:28]1)=[O:22])[CH3:14]. The yield is 0.390. (3) The reactants are [O:1]=[C:2]1[C@@H:7]([NH:8][C:9](=[O:15])[O:10][C:11]([CH3:14])([CH3:13])[CH3:12])[CH2:6][CH2:5][CH2:4][NH:3]1.P([O-])([O-])([O-])=O.[K+].[K+].[K+].I[C:25]1[CH:30]=[CH:29][CH:28]=[CH:27][CH:26]=1.C(N)CN. The catalyst is [Cu]I.O1CCOCC1. The product is [O:1]=[C:2]1[C@@H:7]([NH:8][C:9](=[O:15])[O:10][C:11]([CH3:12])([CH3:14])[CH3:13])[CH2:6][CH2:5][CH2:4][N:3]1[C:25]1[CH:30]=[CH:29][CH:28]=[CH:27][CH:26]=1. The yield is 0.456. (4) The reactants are [NH2:1][C:2]1[S:3][C@:4]2([C:30](OCC)=[O:31])[C@H:6]([C@:7]([C:10]3[CH:15]=[C:14]([NH:16][C:17]4[N:18]=[CH:19][CH:20]=[C:21]5[C:26]=4[N:25]=[CH:24][C:23]([Cl:27])=[CH:22]5)[CH:13]=[C:12]([F:28])[C:11]=3[F:29])([CH3:9])[N:8]=1)[CH2:5]2.[BH4-].[Li+].CO. The catalyst is C1COCC1. The product is [NH2:1][C:2]1[S:3][C@:4]2([CH2:30][OH:31])[C@H:6]([C@:7]([C:10]3[CH:15]=[C:14]([NH:16][C:17]4[N:18]=[CH:19][CH:20]=[C:21]5[C:26]=4[N:25]=[CH:24][C:23]([Cl:27])=[CH:22]5)[CH:13]=[C:12]([F:28])[C:11]=3[F:29])([CH3:9])[N:8]=1)[CH2:5]2. The yield is 0.130.